From a dataset of Forward reaction prediction with 1.9M reactions from USPTO patents (1976-2016). Predict the product of the given reaction. (1) The product is: [Cl:17][C:14]1[CH:15]=[C:16]2[C:11](=[CH:12][CH:13]=1)[NH:10][C:9](=[O:18])[C:8]2=[CH:7][C:5]1[O:6][C:2]([C:37]2[CH:36]=[N:35][C:34]([NH:33][CH2:32][CH2:31][N:28]3[CH2:29][CH2:30][O:25][CH2:26][CH2:27]3)=[CH:39][CH:38]=2)=[CH:3][CH:4]=1. Given the reactants Br[C:2]1[O:6][C:5]([CH:7]=[C:8]2[C:16]3[C:11](=[CH:12][CH:13]=[C:14]([Cl:17])[CH:15]=3)[NH:10][C:9]2=[O:18])=[CH:4][CH:3]=1.C([O-])([O-])=O.[Cs+].[Cs+].[O:25]1[CH2:30][CH2:29][N:28]([CH2:31][CH2:32][NH:33][C:34]2[CH:39]=[CH:38][C:37](B3OC(C)(C)C(C)(C)O3)=[CH:36][N:35]=2)[CH2:27][CH2:26]1, predict the reaction product. (2) The product is: [CH2:22]([C:2]1[N:7]=[C:6]([C:8]2[CH:20]=[CH:19][C:11]3[N:12]=[C:13]([NH:15][C:16](=[O:18])[CH3:17])[S:14][C:10]=3[CH:9]=2)[CH:5]=[CH:4][N:3]=1)[C:23]1[CH:28]=[CH:27][CH:26]=[CH:25][CH:24]=1. Given the reactants Cl[C:2]1[N:7]=[C:6]([C:8]2[CH:20]=[CH:19][C:11]3[N:12]=[C:13]([NH:15][C:16](=[O:18])[CH3:17])[S:14][C:10]=3[CH:9]=2)[CH:5]=[CH:4][N:3]=1.[Br-].[CH2:22]([Zn+])[C:23]1[CH:28]=[CH:27][CH:26]=[CH:25][CH:24]=1, predict the reaction product. (3) Given the reactants [Cl:1][C:2]1[CH:7]=[CH:6][C:5]([C:8]2([CH2:21][CH2:22]OS(C)(=O)=O)[CH2:13][CH2:12][N:11]([C:14]([O:16][C:17]([CH3:20])([CH3:19])[CH3:18])=[O:15])[CH2:10][CH2:9]2)=[CH:4][CH:3]=1.CC([O-])(C)C.[K+], predict the reaction product. The product is: [C:17]([O:16][C:14]([N:11]1[CH2:12][CH2:13][C:8]([C:5]2[CH:4]=[CH:3][C:2]([Cl:1])=[CH:7][CH:6]=2)([CH:21]=[CH2:22])[CH2:9][CH2:10]1)=[O:15])([CH3:18])([CH3:19])[CH3:20]. (4) Given the reactants Cl.C(N=C=NCCCN(C)C)C.O.O[N:15]1[C:19]2C=[CH:21][CH:22]=[CH:23][C:18]=2[N:17]=N1.[CH2:24]([NH:26][C:27](=[O:45])[NH:28][C:29]1[N:34]=[C:33]([NH:35][C:36]2[CH:41]=[CH:40][CH:39]=[CH:38][CH:37]=2)[C:32]([C:42]([OH:44])=O)=[CH:31][N:30]=1)[CH3:25].NC1C=NC=CC=1, predict the reaction product. The product is: [CH2:24]([NH:26][C:27](=[O:45])[NH:28][C:29]1[N:34]=[C:33]([NH:35][C:36]2[CH:37]=[CH:38][CH:39]=[CH:40][CH:41]=2)[C:32]([C:42]([NH:17][C:18]2[CH:19]=[N:15][CH:21]=[CH:22][CH:23]=2)=[O:44])=[CH:31][N:30]=1)[CH3:25]. (5) Given the reactants C[O:2][C:3]1[C:4]([CH:13]=[O:14])=[CH:5][C:6]2[O:11][CH2:10][CH2:9][O:8][C:7]=2[CH:12]=1.B(Br)(Br)Br.C(=O)([O-])[O-].[K+].[K+], predict the reaction product. The product is: [OH:2][C:3]1[C:4]([CH:13]=[O:14])=[CH:5][C:6]2[O:11][CH2:10][CH2:9][O:8][C:7]=2[CH:12]=1. (6) Given the reactants [CH:1]1([CH2:6][C@H:7]([CH2:28][N:29]([CH:38]=[O:39])[O:30][CH2:31][C:32]2[CH:37]=[CH:36][CH:35]=[CH:34][CH:33]=2)[C:8]([N:10]2[CH:14]([C:15]([OH:17])=O)[CH2:13][CH2:12][N:11]2[C:18]([O:20][CH2:21][C:22]2[CH:27]=[CH:26][CH:25]=[CH:24][CH:23]=2)=[O:19])=[O:9])[CH2:5][CH2:4][CH2:3][CH2:2]1.CN1C=CN=C1.S(Cl)(C)(=O)=O.[NH2:51][C:52]1[CH:57]=[CH:56][CH:55]=[C:54]([Cl:58])[N:53]=1, predict the reaction product. The product is: [Cl:58][C:54]1[N:53]=[C:52]([NH:51][C:15]([C@@H:14]2[CH2:13][CH2:12][N:11]([C:18]([O:20][CH2:21][C:22]3[CH:23]=[CH:24][CH:25]=[CH:26][CH:27]=3)=[O:19])[N:10]2[C:8](=[O:9])[C@@H:7]([CH2:28][N:29]([CH:38]=[O:39])[O:30][CH2:31][C:32]2[CH:33]=[CH:34][CH:35]=[CH:36][CH:37]=2)[CH2:6][CH:1]2[CH2:2][CH2:3][CH2:4][CH2:5]2)=[O:17])[CH:57]=[CH:56][CH:55]=1. (7) Given the reactants C(O[BH-](OC(=O)C)OC(=O)C)(=O)C.[Na+].[CH2:15]([N:17]([CH2:21][CH3:22])[CH2:18][CH2:19][NH2:20])[CH3:16].[C:23]([C:27]1[CH:28]=[C:29]([C:36]2[CH:37]=[N:38][C:39]([C:42]([F:45])([F:44])[F:43])=[CH:40][CH:41]=2)[C:30]([OH:35])=[C:31]([CH:34]=1)[CH:32]=O)([CH3:26])([CH3:25])[CH3:24].[BH4-].[Na+].[Cl-:48].[NH4+].C(O)C, predict the reaction product. The product is: [ClH:48].[ClH:48].[C:23]([C:27]1[CH:28]=[C:29]([C:36]2[CH:37]=[N:38][C:39]([C:42]([F:43])([F:44])[F:45])=[CH:40][CH:41]=2)[C:30]([OH:35])=[C:31]([CH2:32][NH:20][CH2:19][CH2:18][N:17]([CH2:21][CH3:22])[CH2:15][CH3:16])[CH:34]=1)([CH3:26])([CH3:25])[CH3:24]. (8) Given the reactants [Cl:1]C1C=C(C=C(Cl)C=1)CC1CCN(C(OC(C)(C)C)=O)CC1.[Cl:23][C:24]1[CH:25]=[C:26]([CH:52]=[C:53]([O:55][C:56]([F:59])([F:58])[F:57])[CH:54]=1)[O:27][CH:28]1[CH2:33][CH2:32][N:31]([CH2:34][C:35]2[C:47]([CH:48]3[CH2:50][CH2:49]3)=[CH:46][C:38]([C:39]([O:41]C(C)(C)C)=[O:40])=[C:37]([F:51])[CH:36]=2)[CH2:30][CH2:29]1, predict the reaction product. The product is: [ClH:1].[Cl:23][C:24]1[CH:25]=[C:26]([CH:52]=[C:53]([O:55][C:56]([F:57])([F:58])[F:59])[CH:54]=1)[O:27][CH:28]1[CH2:33][CH2:32][N:31]([CH2:34][C:35]2[C:47]([CH:48]3[CH2:49][CH2:50]3)=[CH:46][C:38]([C:39]([OH:41])=[O:40])=[C:37]([F:51])[CH:36]=2)[CH2:30][CH2:29]1. (9) Given the reactants N1C=CC=CC=1.Cl.[CH3:8][NH:9][O:10][CH3:11].[CH3:12][O:13][C:14]1[CH:15]=[C:16]([CH:20]=[CH:21][CH:22]=1)[C:17](Cl)=[O:18].O, predict the reaction product. The product is: [CH3:8][N:9]([O:10][CH3:11])[C:17](=[O:18])[C:16]1[CH:20]=[CH:21][CH:22]=[C:14]([O:13][CH3:12])[CH:15]=1. (10) Given the reactants [CH2:1]([O:21][CH:22]([CH2:30][CH3:31])[C:23]([O:25]C(C)(C)C)=[O:24])[CH2:2][CH2:3][CH2:4]/[CH:5]=[CH:6]\[CH2:7]/[CH:8]=[CH:9]\[CH2:10]/[CH:11]=[CH:12]\[CH2:13]/[CH:14]=[CH:15]\[CH2:16]/[CH:17]=[CH:18]\[CH2:19][CH3:20].FC(F)(F)C(O)=O.O, predict the reaction product. The product is: [CH2:1]([O:21][CH:22]([CH2:30][CH3:31])[C:23]([OH:25])=[O:24])[CH2:2][CH2:3][CH2:4]/[CH:5]=[CH:6]\[CH2:7]/[CH:8]=[CH:9]\[CH2:10]/[CH:11]=[CH:12]\[CH2:13]/[CH:14]=[CH:15]\[CH2:16]/[CH:17]=[CH:18]\[CH2:19][CH3:20].